This data is from Full USPTO retrosynthesis dataset with 1.9M reactions from patents (1976-2016). The task is: Predict the reactants needed to synthesize the given product. (1) Given the product [F:28][CH2:27][CH2:26][CH2:25][CH2:24][N:19]1[CH2:18][CH2:17][N:16]([C:11]2[CH:12]=[CH:13][CH:14]=[CH:15][C:10]=2[CH:4]2[CH2:3][C:2]([CH3:22])([CH3:1])[CH2:7][C:6]([CH3:8])([CH3:9])[CH2:5]2)[CH2:21][CH2:20]1, predict the reactants needed to synthesize it. The reactants are: [CH3:1][C:2]1([CH3:22])[CH2:7][C:6]([CH3:9])([CH3:8])[CH2:5][CH:4]([C:10]2[CH:15]=[CH:14][CH:13]=[CH:12][C:11]=2[N:16]2[CH2:21][CH2:20][NH:19][CH2:18][CH2:17]2)[CH2:3]1.Br[CH2:24][CH2:25][CH2:26][CH2:27][F:28].[I-].[Na+].C(=O)([O-])[O-].[K+].[K+].C(=O)([O-])O.[Na+]. (2) The reactants are: [Br:1][C:2]1[CH:6]=[CH:5][N:4]([NH:7][C:8](=[O:19])[C@@H:9]([NH:11][C:12]([O:14][C:15]([CH3:18])([CH3:17])[CH3:16])=[O:13])[CH3:10])[C:3]=1[C:20]([O:22]C)=O.[O:24]1[CH2:29][CH2:28][CH2:27][CH:26]([NH2:30])[CH2:25]1.Cl. Given the product [Br:1][C:2]1[CH:6]=[CH:5][N:4]([NH:7][C:8](=[O:19])[C@@H:9]([NH:11][C:12](=[O:13])[O:14][C:15]([CH3:16])([CH3:17])[CH3:18])[CH3:10])[C:3]=1[C:20](=[O:22])[NH:30][CH:26]1[CH2:27][CH2:28][CH2:29][O:24][CH2:25]1, predict the reactants needed to synthesize it. (3) Given the product [C:25]([OH:32])(=[O:31])/[CH:26]=[CH:27]/[C:28]([OH:30])=[O:29].[N:1]12[CH2:8][CH2:7][CH:4]([CH2:5][CH2:6]1)[CH:3]([O:9][C:10]1[N:15]=[N:14][C:13]([C:16]3[CH:24]=[CH:23][CH:22]=[C:21]4[C:17]=3[CH:18]=[CH:19][NH:20]4)=[CH:12][CH:11]=1)[CH2:2]2, predict the reactants needed to synthesize it. The reactants are: [N:1]12[CH2:8][CH2:7][CH:4]([CH2:5][CH2:6]1)[CH:3]([O:9][C:10]1[N:15]=[N:14][C:13]([C:16]3[CH:24]=[CH:23][CH:22]=[C:21]4[C:17]=3[CH:18]=[CH:19][NH:20]4)=[CH:12][CH:11]=1)[CH2:2]2.[C:25]([OH:32])(=[O:31])/[CH:26]=[CH:27]/[C:28]([OH:30])=[O:29]. (4) Given the product [N:15]1[CH:16]=[CH:17][C:12]([NH:11][C:8]2[S:9][CH:10]=[C:6]([C:4]([OH:5])=[O:3])[N:7]=2)=[CH:13][CH:14]=1, predict the reactants needed to synthesize it. The reactants are: C([O:3][C:4]([C:6]1[N:7]=[C:8]([NH:11][C:12]2[CH:17]=[CH:16][N:15]=[CH:14][CH:13]=2)[S:9][CH:10]=1)=[O:5])C.O1CCCC1.[OH-].[Na+]. (5) Given the product [CH3:7][C:5]1[N:6]=[C:2]([C:11]#[C:10][CH2:9][CH2:8][N:12]2[N:13]=[C:14]3[CH:20]=[CH:19][CH:18]=[CH:17][C:15]3=[N:16]2)[S:3][CH:4]=1, predict the reactants needed to synthesize it. The reactants are: Br[C:2]1[S:3][CH:4]=[C:5]([CH3:7])[N:6]=1.[CH2:8]([N:12]1[N:16]=[C:15]2[CH:17]=[CH:18][CH:19]=[CH:20][C:14]2=[N:13]1)[CH2:9][C:10]#[CH:11].